This data is from NCI-60 drug combinations with 297,098 pairs across 59 cell lines. The task is: Regression. Given two drug SMILES strings and cell line genomic features, predict the synergy score measuring deviation from expected non-interaction effect. (1) Drug 1: CC1=C2C(C(=O)C3(C(CC4C(C3C(C(C2(C)C)(CC1OC(=O)C(C(C5=CC=CC=C5)NC(=O)OC(C)(C)C)O)O)OC(=O)C6=CC=CC=C6)(CO4)OC(=O)C)O)C)O. Drug 2: C1CN(CCN1C(=O)CCBr)C(=O)CCBr. Cell line: SR. Synergy scores: CSS=76.3, Synergy_ZIP=0.243, Synergy_Bliss=0.136, Synergy_Loewe=1.15, Synergy_HSA=1.43. (2) Drug 1: CCCCC(=O)OCC(=O)C1(CC(C2=C(C1)C(=C3C(=C2O)C(=O)C4=C(C3=O)C=CC=C4OC)O)OC5CC(C(C(O5)C)O)NC(=O)C(F)(F)F)O. Drug 2: CC1C(C(CC(O1)OC2CC(CC3=C2C(=C4C(=C3O)C(=O)C5=CC=CC=C5C4=O)O)(C(=O)C)O)N)O. Cell line: UACC-257. Synergy scores: CSS=51.0, Synergy_ZIP=3.23, Synergy_Bliss=5.98, Synergy_Loewe=-4.06, Synergy_HSA=5.45. (3) Drug 1: C1=NC(=NC(=O)N1C2C(C(C(O2)CO)O)O)N. Drug 2: CNC(=O)C1=NC=CC(=C1)OC2=CC=C(C=C2)NC(=O)NC3=CC(=C(C=C3)Cl)C(F)(F)F. Cell line: HT29. Synergy scores: CSS=19.9, Synergy_ZIP=-6.72, Synergy_Bliss=-2.34, Synergy_Loewe=-20.6, Synergy_HSA=-1.90. (4) Drug 1: C1C(C(OC1N2C=NC3=C(N=C(N=C32)Cl)N)CO)O. Drug 2: CS(=O)(=O)CCNCC1=CC=C(O1)C2=CC3=C(C=C2)N=CN=C3NC4=CC(=C(C=C4)OCC5=CC(=CC=C5)F)Cl. Cell line: NCI-H522. Synergy scores: CSS=18.8, Synergy_ZIP=-7.49, Synergy_Bliss=-2.01, Synergy_Loewe=-4.71, Synergy_HSA=-0.490. (5) Drug 1: CCC1(C2=C(COC1=O)C(=O)N3CC4=CC5=C(C=CC(=C5CN(C)C)O)N=C4C3=C2)O. Drug 2: CNC(=O)C1=NC=CC(=C1)OC2=CC=C(C=C2)NC(=O)NC3=CC(=C(C=C3)Cl)C(F)(F)F. Cell line: HCT116. Synergy scores: CSS=75.5, Synergy_ZIP=1.63, Synergy_Bliss=0.871, Synergy_Loewe=-0.478, Synergy_HSA=6.38. (6) Drug 1: C1=CC=C(C(=C1)C(C2=CC=C(C=C2)Cl)C(Cl)Cl)Cl. Drug 2: C1C(C(OC1N2C=NC3=C2NC=NCC3O)CO)O. Cell line: DU-145. Synergy scores: CSS=6.23, Synergy_ZIP=-3.90, Synergy_Bliss=-4.23, Synergy_Loewe=5.38, Synergy_HSA=-1.82. (7) Drug 1: CN1C2=C(C=C(C=C2)N(CCCl)CCCl)N=C1CCCC(=O)O.Cl. Drug 2: CCCCCOC(=O)NC1=NC(=O)N(C=C1F)C2C(C(C(O2)C)O)O. Cell line: UO-31. Synergy scores: CSS=2.24, Synergy_ZIP=3.22, Synergy_Bliss=-2.84, Synergy_Loewe=0.185, Synergy_HSA=-1.44. (8) Drug 1: C1=CC(=CC=C1CCCC(=O)O)N(CCCl)CCCl. Drug 2: CCC1(CC2CC(C3=C(CCN(C2)C1)C4=CC=CC=C4N3)(C5=C(C=C6C(=C5)C78CCN9C7C(C=CC9)(C(C(C8N6C)(C(=O)OC)O)OC(=O)C)CC)OC)C(=O)OC)O.OS(=O)(=O)O. Cell line: LOX IMVI. Synergy scores: CSS=17.1, Synergy_ZIP=-9.63, Synergy_Bliss=-5.23, Synergy_Loewe=-4.34, Synergy_HSA=-1.51.